Predict the reactants needed to synthesize the given product. From a dataset of Full USPTO retrosynthesis dataset with 1.9M reactions from patents (1976-2016). (1) Given the product [NH2:12][C:5]1[C:4]2[C:8](=[CH:9][CH:10]=[CH:11][C:3]=2[O:2][CH3:1])[N:7]([C:20]([O:22][C:23]([CH3:26])([CH3:25])[CH3:24])=[O:21])[N:6]=1, predict the reactants needed to synthesize it. The reactants are: [CH3:1][O:2][C:3]1[CH:11]=[CH:10][CH:9]=[C:8]2[C:4]=1[C:5]([NH2:12])=[N:6][NH:7]2.C(N(CC)CC)C.[C:20](O[C:20]([O:22][C:23]([CH3:26])([CH3:25])[CH3:24])=[O:21])([O:22][C:23]([CH3:26])([CH3:25])[CH3:24])=[O:21]. (2) Given the product [CH3:12][CH:8]1[CH2:7][C:6]2[C:10](=[C:2]([C:21]3[C:22]4[C:17](=[CH:16][CH:15]=[CH:14][CH:13]=4)[CH:18]=[CH:19][CH:20]=3)[CH:3]=[CH:4][CH:5]=2)[C:9]1=[O:11], predict the reactants needed to synthesize it. The reactants are: Cl[C:2]1[CH:3]=[CH:4][CH:5]=[C:6]2[C:10]=1[C:9](=[O:11])[CH:8]([CH3:12])[CH2:7]2.[C:13]1(B(O)O)[C:22]2[C:17](=[CH:18][CH:19]=[CH:20][CH:21]=2)[CH:16]=[CH:15][CH:14]=1.C(=O)([O-])[O-].[Na+].[Na+].C1(P(C2C=CC=CC=2)C2C=CC=CC=2)C=CC=CC=1. (3) Given the product [CH:16]12[CH2:22][CH:20]3[CH2:19][CH:18]([CH2:23][CH:14]([CH2:21]3)[CH:15]1[NH:24][C:25]([C:26]1[CH:33]=[N:4][N:3]([C:5]3[CH:6]=[CH:7][C:8]([C:9]([OH:11])=[O:10])=[CH:12][CH:13]=3)[C:27]=1[C:28]([CH3:31])([CH3:30])[CH3:29])=[O:37])[CH2:17]2, predict the reactants needed to synthesize it. The reactants are: Cl.O.[NH:3]([C:5]1[CH:13]=[CH:12][C:8]([C:9]([OH:11])=[O:10])=[CH:7][CH:6]=1)[NH2:4].[CH:14]12[CH2:23][CH:18]3[CH2:19][CH:20]([CH2:22][CH:16]([CH2:17]3)[CH:15]1[NH:24][C:25](=[O:37])[C:26](=[CH:33]N(C)C)[C:27](=O)[C:28]([CH3:31])([CH3:30])[CH3:29])[CH2:21]2.